Task: Predict the reaction yield, written as a fraction of the theoretical maximum amount of product (1.0 means a 100% yield; for example, 0.34 means a 34% yield).. Dataset: Reaction yield outcomes from USPTO patents with 853,638 reactions (1) The reactants are CS(O[CH2:6][C@@H:7]([NH:23][C:24]([O:26][C:27]([CH3:30])([CH3:29])[CH3:28])=[O:25])[C@H:8]([O:15][Si:16]([C:19]([CH3:22])([CH3:21])[CH3:20])([CH3:18])[CH3:17])[C@@H:9]([CH3:14])[CH2:10][N:11]=[N+]=[N-])(=O)=O.N#N.CCN(C(C)C)C(C)C. The catalyst is CO.[Pd]. The product is [Si:16]([O:15][C@@H:8]1[C@@H:9]([CH3:14])[CH2:10][NH:11][CH2:6][C@H:7]1[NH:23][C:24](=[O:25])[O:26][C:27]([CH3:30])([CH3:28])[CH3:29])([C:19]([CH3:21])([CH3:22])[CH3:20])([CH3:17])[CH3:18]. The yield is 0.980. (2) The reactants are [NH2:1][C:2]1[CH:7]=[C:6](I)[C:5](I)=[CH:4][C:3]=1[NH2:10].[C:11]([Cu])#[N:12].C(N(CC(O)=O)CC(O)=O)[CH2:15][N:16](CC(O)=O)CC(O)=O. No catalyst specified. The product is [NH2:1][C:2]1[CH:7]=[C:6]([C:15]#[N:16])[C:5]([C:11]#[N:12])=[CH:4][C:3]=1[NH2:10]. The yield is 0.550. (3) The reactants are [OH:1][CH:2]([CH3:12])[CH:3]([C:6]1[CH:11]=[CH:10][CH:9]=[CH:8][CH:7]=1)[C:4]#[N:5].[OH:13][CH2:14][CH2:15]C#N. No catalyst specified. The product is [C:14]([O:1][CH:2]([CH3:12])[CH:3]([C:6]1[CH:11]=[CH:10][CH:9]=[CH:8][CH:7]=1)[C:4]#[N:5])(=[O:13])[CH3:15]. The yield is 0.930.